From a dataset of Peptide-MHC class I binding affinity with 185,985 pairs from IEDB/IMGT. Regression. Given a peptide amino acid sequence and an MHC pseudo amino acid sequence, predict their binding affinity value. This is MHC class I binding data. (1) The peptide sequence is FTRYRKEAI. The MHC is HLA-B08:02 with pseudo-sequence HLA-B08:02. The binding affinity (normalized) is 0.178. (2) The peptide sequence is RPRGHREFC. The binding affinity (normalized) is 0.0847. The MHC is HLA-A24:03 with pseudo-sequence HLA-A24:03. (3) The peptide sequence is CSPHHTALR. The MHC is Patr-A0401 with pseudo-sequence Patr-A0401. The binding affinity (normalized) is 0.570. (4) The peptide sequence is RESREKPYK. The MHC is Mamu-B08 with pseudo-sequence Mamu-B08. The binding affinity (normalized) is 0.209. (5) The peptide sequence is FELLHFISS. The MHC is HLA-A02:12 with pseudo-sequence HLA-A02:12. The binding affinity (normalized) is 0.0847. (6) The peptide sequence is GQFLSFASL. The MHC is HLA-A26:01 with pseudo-sequence HLA-A26:01. The binding affinity (normalized) is 0.0847. (7) The peptide sequence is SVSGTFVAEF. The MHC is HLA-A30:01 with pseudo-sequence HLA-A30:01. The binding affinity (normalized) is 0.0206. (8) The peptide sequence is GKIKGKYSY. The MHC is HLA-A02:01 with pseudo-sequence HLA-A02:01. The binding affinity (normalized) is 0.0847. (9) The peptide sequence is VWKQLFPEL. The MHC is HLA-A02:01 with pseudo-sequence HLA-A02:01. The binding affinity (normalized) is 0.0847. (10) The peptide sequence is YLPEVISTI. The MHC is HLA-A02:01 with pseudo-sequence HLA-A02:01. The binding affinity (normalized) is 0.968.